Dataset: Forward reaction prediction with 1.9M reactions from USPTO patents (1976-2016). Task: Predict the product of the given reaction. (1) Given the reactants C([O:8][C:9]1[CH:14]=[CH:13][CH:12]=[CH:11][C:10]=1[C:15]1[NH:19][N:18]=[C:17]([C:20]([NH:22][CH2:23][C:24]([OH:26])=[O:25])=[O:21])[CH:16]=1)C1C=CC=CC=1, predict the reaction product. The product is: [OH:8][C:9]1[CH:14]=[CH:13][CH:12]=[CH:11][C:10]=1[C:15]1[NH:19][N:18]=[C:17]([C:20]([NH:22][CH2:23][C:24]([OH:26])=[O:25])=[O:21])[CH:16]=1. (2) Given the reactants Cl[C:2]1[N:7]=[C:6]([C:8]2[CH:13]=[CH:12][CH:11]=[CH:10][CH:9]=2)[N:5]=[C:4]([NH:14][C:15]2[CH:20]=[CH:19][CH:18]=[CH:17][CH:16]=2)[N:3]=1.[NH3:21].O, predict the reaction product. The product is: [C:15]1([NH:14][C:4]2[N:3]=[C:2]([NH2:21])[N:7]=[C:6]([C:8]3[CH:13]=[CH:12][CH:11]=[CH:10][CH:9]=3)[N:5]=2)[CH:20]=[CH:19][CH:18]=[CH:17][CH:16]=1. (3) Given the reactants [Cl:1][C:2]1[N:7]=[N:6][C:5]([NH2:8])=[C:4]([C:9]2[CH:14]=[CH:13][CH:12]=[CH:11][CH:10]=2)[CH:3]=1.[CH3:15]CCCCCC.C(OCC)(=O)C, predict the reaction product. The product is: [Cl:1][C:2]1[N:7]=[N:6][C:5]([NH:8][CH3:15])=[C:4]([C:9]2[CH:14]=[CH:13][CH:12]=[CH:11][CH:10]=2)[CH:3]=1. (4) Given the reactants [Br:1][C:2]1[CH:11]=[CH:10][C:9]2[C:4](=[CH:5][CH:6]=[C:7]([O:12][C@H:13]3[CH2:18][CH2:17][C@H:16]([C:19]([CH3:22])([CH3:21])[CH3:20])[CH2:15][CH2:14]3)C=2)[CH:3]=1.BrC1C=C2C(=CC=1)[N:30]=C(O)C=C2, predict the reaction product. The product is: [Br:1][C:2]1[CH:3]=[C:4]2[C:9](=[CH:10][CH:11]=1)[N:30]=[C:7]([O:12][CH:13]1[CH2:18][CH2:17][CH:16]([C:19]([CH3:22])([CH3:21])[CH3:20])[CH2:15][CH2:14]1)[CH:6]=[CH:5]2. (5) The product is: [CH3:9][S:10]([N:13]1[CH2:22][CH2:21][C:20]2[C:15](=[CH:16][CH:17]=[C:18]([O:23][CH2:24][CH2:25][CH2:26][CH:27]3[CH2:28][CH2:29][N:30]([C:2]#[N:1])[CH2:31][CH2:32]3)[CH:19]=2)[CH2:14]1)(=[O:11])=[O:12]. Given the reactants [N:1]#[C:2]Br.C(=O)(O)[O-].[Na+].[CH3:9][S:10]([N:13]1[CH2:22][CH2:21][C:20]2[C:15](=[CH:16][CH:17]=[C:18]([O:23][CH2:24][CH2:25][CH2:26][CH:27]3[CH2:32][CH2:31][NH:30][CH2:29][CH2:28]3)[CH:19]=2)[CH2:14]1)(=[O:12])=[O:11], predict the reaction product. (6) Given the reactants [CH:1]1([CH2:7][O:8][C:9]2[C:10]3[N:11]([C:15]([C:19]([NH:21][C@H:22]4[CH2:26][CH2:25][N:24]([CH3:27])[CH2:23]4)=[O:20])=[C:16]([CH3:18])[N:17]=3)[CH:12]=[CH:13][CH:14]=2)[CH2:6][CH2:5][CH2:4][CH2:3][CH2:2]1.[ClH:28].C(OCC)(=O)C, predict the reaction product. The product is: [ClH:28].[CH:1]1([CH2:7][O:8][C:9]2[C:10]3[N:11]([C:15]([C:19]([NH:21][C@H:22]4[CH2:26][CH2:25][N:24]([CH3:27])[CH2:23]4)=[O:20])=[C:16]([CH3:18])[N:17]=3)[CH:12]=[CH:13][CH:14]=2)[CH2:6][CH2:5][CH2:4][CH2:3][CH2:2]1.